Dataset: Forward reaction prediction with 1.9M reactions from USPTO patents (1976-2016). Task: Predict the product of the given reaction. (1) Given the reactants [O:1]=[C:2]([C:11]1[CH:20]=[CH:19][C:14]2[NH:15][C:16](=[O:18])[NH:17][C:13]=2[CH:12]=1)[CH2:3][S:4][CH2:5][CH2:6][C:7]([O:9]C)=[O:8].[OH-].[Na+], predict the reaction product. The product is: [O:1]=[C:2]([C:11]1[CH:20]=[CH:19][C:14]2[NH:15][C:16](=[O:18])[NH:17][C:13]=2[CH:12]=1)[CH2:3][S:4][CH2:5][CH2:6][C:7]([OH:9])=[O:8]. (2) Given the reactants [CH3:1][O:2][C:3]1[CH:8]=[CH:7][CH:6]=[CH:5][C:4]=1[N:9]([CH2:20][C:21]([OH:23])=O)[S:10]([C:13]1[C:14]([CH3:19])=[CH:15][CH:16]=[CH:17][CH:18]=1)(=[O:12])=[O:11].[CH2:24]([NH:26][CH2:27][C:28]1[CH:29]=[N:30][C:31]2[C:36]([CH:37]=1)=[CH:35][CH:34]=[CH:33][CH:32]=2)[CH3:25], predict the reaction product. The product is: [CH2:24]([N:26]([CH2:27][C:28]1[CH:29]=[N:30][C:31]2[C:36]([CH:37]=1)=[CH:35][CH:34]=[CH:33][CH:32]=2)[C:21](=[O:23])[CH2:20][N:9]([C:4]1[CH:5]=[CH:6][CH:7]=[CH:8][C:3]=1[O:2][CH3:1])[S:10]([C:13]1[C:14]([CH3:19])=[CH:15][CH:16]=[CH:17][CH:18]=1)(=[O:11])=[O:12])[CH3:25].